From a dataset of Full USPTO retrosynthesis dataset with 1.9M reactions from patents (1976-2016). Predict the reactants needed to synthesize the given product. (1) The reactants are: [C:1]([O:5][C:6](=[O:23])[NH:7][C@@H:8]([CH2:16][C:17]1[CH:22]=[CH:21][CH:20]=[CH:19][CH:18]=1)[CH2:9][NH:10][C:11](=[O:15])[C@@H:12]([CH3:14])[NH2:13])([CH3:4])([CH3:3])[CH3:2].[C:24]([O:28][C:29]([NH:31][C@H:32]([C:43](O)=[O:44])[CH2:33][C:34]1[C:39]([CH3:40])=[CH:38][C:37]([OH:41])=[CH:36][C:35]=1[CH3:42])=[O:30])([CH3:27])([CH3:26])[CH3:25].Cl.CN(C)CCCN=C=NCC.O.ON1C2C=CC=CC=2N=N1.CN1CCOCC1. Given the product [C:24]([O:28][C:29]([NH:31][C@H:32]([C:43]([NH:13][C@@H:12]([C:11]([NH:10][CH2:9][C@@H:8]([NH:7][C:6]([O:5][C:1]([CH3:2])([CH3:3])[CH3:4])=[O:23])[CH2:16][C:17]1[CH:18]=[CH:19][CH:20]=[CH:21][CH:22]=1)=[O:15])[CH3:14])=[O:44])[CH2:33][C:34]1[C:35]([CH3:42])=[CH:36][C:37]([OH:41])=[CH:38][C:39]=1[CH3:40])=[O:30])([CH3:26])([CH3:27])[CH3:25], predict the reactants needed to synthesize it. (2) Given the product [Cl-:20].[C:23]1([SH:13]2[C:12]3[CH:11]=[CH:10][CH:9]=[CH:8][C:7]=3[OH+:6][C:5]3[C:14]2=[CH:1][CH:2]=[CH:3][CH:4]=3)[CH:28]=[CH:27][CH:26]=[CH:25][CH:24]=1, predict the reactants needed to synthesize it. The reactants are: [CH:1]1[C:14]2[S:13][C:12]3[C:7](=[CH:8][CH:9]=[CH:10][CH:11]=3)[O+:6]([O-])[C:5]=2[CH:4]=[CH:3][CH:2]=1.C[Si]([Cl:20])(C)C.[Mg].Cl[C:23]1[CH:28]=[CH:27][CH:26]=[CH:25][CH:24]=1.Cl. (3) Given the product [NH2:18][C:8]1[CH:7]=[CH:6][C:5]([C:3]([OH:4])=[O:2])=[CH:17][C:9]=1[C:10]([O:12][C:13]([CH3:16])([CH3:15])[CH3:14])=[O:11], predict the reactants needed to synthesize it. The reactants are: C[O:2][C:3]([C:5]1[CH:6]=[CH:7][C:8]([N+:18]([O-])=O)=[C:9]([CH:17]=1)[C:10]([O:12][C:13]([CH3:16])([CH3:15])[CH3:14])=[O:11])=[O:4].[Li+].[OH-]. (4) The reactants are: P(Cl)(C(C)(C)C)C(C)(C)C.O.Cl[C:13]1[CH:18]=[CH:17][C:16]([CH3:19])=[CH:15][CH:14]=1.[C:20]1(B(O)O)[CH:25]=[CH:24][CH:23]=[CH:22][CH:21]=1.[F-].[Cs+]. Given the product [C:20]1([C:13]2[CH:18]=[CH:17][C:16]([CH3:19])=[CH:15][CH:14]=2)[CH:25]=[CH:24][CH:23]=[CH:22][CH:21]=1, predict the reactants needed to synthesize it. (5) The reactants are: [CH2:1]([Zn]CC)C.C1(C)C=CC=CC=1.ClCI.[CH3:16]/[C:17](=[CH:20]/[CH:21]([C:23]1[CH:28]=[CH:27][CH:26]=[CH:25][C:24]=1[CH3:29])[CH3:22])/[CH2:18][OH:19].S(=O)(=O)(O)O. Given the product [CH3:16][C@:17]1([CH2:18][OH:19])[CH2:1][C@H:20]1[C@H:21]([C:23]1[CH:28]=[CH:27][CH:26]=[CH:25][C:24]=1[CH3:29])[CH3:22], predict the reactants needed to synthesize it. (6) Given the product [OH:33][CH2:30][CH2:36][O:1][C:2]1[CH:29]=[CH:28][C:5]([C:6]([NH:8][C:9]2[S:13][C:12]([NH:14][C:15]3[CH:24]=[CH:23][C:22]4[C:17](=[CH:18][CH:19]=[CH:20][CH:21]=4)[CH:16]=3)=[N:11][C:10]=2[C:25]([NH2:27])=[O:26])=[O:7])=[CH:4][CH:3]=1, predict the reactants needed to synthesize it. The reactants are: [OH:1][C:2]1[CH:29]=[CH:28][C:5]([C:6]([NH:8][C:9]2[S:13][C:12]([NH:14][C:15]3[CH:24]=[CH:23][C:22]4[C:17](=[CH:18][CH:19]=[CH:20][CH:21]=4)[CH:16]=3)=[N:11][C:10]=2[C:25]([NH2:27])=[O:26])=[O:7])=[CH:4][CH:3]=1.[C:30]([O-:33])([O-])=O.[K+].[K+].[CH3:36]N(C=O)C. (7) Given the product [Cl:1][C:2]1[N:7]=[C:6]([C:8]2[CH:13]=[CH:12][CH:11]=[C:10]([C:21]#[C:20][C@:22]3([OH:29])[CH2:26][CH2:25][N:24]([CH3:27])[C:23]3=[O:28])[CH:9]=2)[N:5]=[C:4]([C:15]([O:17][CH2:18][CH3:19])=[O:16])[CH:3]=1, predict the reactants needed to synthesize it. The reactants are: [Cl:1][C:2]1[N:7]=[C:6]([C:8]2[CH:13]=[CH:12][CH:11]=[C:10](I)[CH:9]=2)[N:5]=[C:4]([C:15]([O:17][CH2:18][CH3:19])=[O:16])[CH:3]=1.[C:20]([C@:22]1([OH:29])[CH2:26][CH2:25][N:24]([CH3:27])[C:23]1=[O:28])#[CH:21].